The task is: Predict the product of the given reaction.. This data is from Forward reaction prediction with 1.9M reactions from USPTO patents (1976-2016). (1) Given the reactants [C:1]([O:5][C:6]([NH:8][CH2:9][C:10]1[CH:15]=[CH:14][C:13]([CH:16]=[CH:17][C:18]([O:20][CH2:21][CH3:22])=[O:19])=[CH:12][CH:11]=1)=[O:7])([CH3:4])([CH3:3])[CH3:2], predict the reaction product. The product is: [C:1]([O:5][C:6]([NH:8][CH2:9][C:10]1[CH:11]=[CH:12][C:13]([CH2:16][CH2:17][C:18]([O:20][CH2:21][CH3:22])=[O:19])=[CH:14][CH:15]=1)=[O:7])([CH3:4])([CH3:3])[CH3:2]. (2) Given the reactants [NH2:1][C:2]1[NH:6][N:5]=[C:4]([NH:7][C:8]2[CH:13]=[C:12]([Cl:14])[C:11]([C:15]3[CH2:20][CH2:19][N:18](C(OC(C)(C)C)=O)[CH2:17][CH:16]=3)=[C:10]([Cl:28])[CH:9]=2)[N:3]=1.Cl.O1CCOCC1.C([O-])(O)=O.[Na+], predict the reaction product. The product is: [Cl:28][C:10]1[CH:9]=[C:8]([NH:7][C:4]2[N:3]=[C:2]([NH2:1])[NH:6][N:5]=2)[CH:13]=[C:12]([Cl:14])[C:11]=1[C:15]1[CH2:20][CH2:19][NH:18][CH2:17][CH:16]=1. (3) Given the reactants [C:1]([O:5][C:6]([N:8]1[CH2:12][C@@H:11]([CH2:13][N:14]([CH:31]([CH3:33])[CH3:32])[C:15](=[O:30])[C:16]2[CH:21]=[CH:20][C:19]([O:22][CH3:23])=[C:18]([O:24][CH2:25][CH2:26][CH2:27][O:28][CH3:29])[CH:17]=2)[C@H:10]([CH2:34][NH:35][CH:36]2[CH2:38][CH2:37]2)[CH2:9]1)=[O:7])([CH3:4])([CH3:3])[CH3:2].C(N(CC)CC)C.[CH2:46]([N:53]=[C:54]=[O:55])[C:47]1[CH:52]=[CH:51][CH:50]=[CH:49][CH:48]=1.O, predict the reaction product. The product is: [C:1]([O:5][C:6]([N:8]1[CH2:12][C@@H:11]([CH2:13][N:14]([CH:31]([CH3:32])[CH3:33])[C:15](=[O:30])[C:16]2[CH:21]=[CH:20][C:19]([O:22][CH3:23])=[C:18]([O:24][CH2:25][CH2:26][CH2:27][O:28][CH3:29])[CH:17]=2)[C@H:10]([CH2:34][N:35]([CH:36]2[CH2:37][CH2:38]2)[C:54]([NH:53][CH2:46][C:47]2[CH:52]=[CH:51][CH:50]=[CH:49][CH:48]=2)=[O:55])[CH2:9]1)=[O:7])([CH3:3])([CH3:4])[CH3:2]. (4) Given the reactants COC1C=C(OC)C=CC=1C[N:6]([C:36]1[CH:41]=[CH:40][N:39]=[CH:38][N:37]=1)[S:7]([C:10]1[CH:15]=[C:14]([CH3:16])[C:13]([O:17][C@H:18]2[CH2:23][CH2:22][CH2:21][CH2:20][C@@H:19]2[C:24]2[CH:25]=[N:26][N:27](C3CCCCO3)[CH:28]=2)=[CH:12][C:11]=1[F:35])(=[O:9])=[O:8].C([SiH](CC)CC)C.FC(F)(F)C(O)=O.ClCCl, predict the reaction product. The product is: [F:35][C:11]1[CH:12]=[C:13]([O:17][C@H:18]2[CH2:23][CH2:22][CH2:21][CH2:20][C@@H:19]2[C:24]2[CH:25]=[N:26][NH:27][CH:28]=2)[C:14]([CH3:16])=[CH:15][C:10]=1[S:7]([NH:6][C:36]1[CH:41]=[CH:40][N:39]=[CH:38][N:37]=1)(=[O:8])=[O:9].